From a dataset of Reaction yield outcomes from USPTO patents with 853,638 reactions. Predict the reaction yield, written as a fraction of the theoretical maximum amount of product (1.0 means a 100% yield; for example, 0.34 means a 34% yield). (1) The catalyst is CO.[Pd]. The yield is 0.860. The product is [CH3:1][N:2]1[CH2:3][CH2:4][N:5]([C:8]2[CH:13]=[CH:12][C:11]([NH2:14])=[CH:10][C:9]=2[CH3:17])[CH2:6][CH2:7]1. The reactants are [CH3:1][N:2]1[CH2:7][CH2:6][N:5]([C:8]2[CH:13]=[CH:12][C:11]([N+:14]([O-])=O)=[CH:10][C:9]=2[CH3:17])[CH2:4][CH2:3]1. (2) The reactants are [F:1][C:2]1[CH:3]=[CH:4][C:5]([I:11])=[C:6]([CH:10]=1)[C:7]([OH:9])=[O:8].S(=O)(=O)(O)O.[CH3:17]O. No catalyst specified. The product is [CH3:17][O:8][C:7](=[O:9])[C:6]1[CH:10]=[C:2]([F:1])[CH:3]=[CH:4][C:5]=1[I:11]. The yield is 0.950. (3) The reactants are [CH:1]([C:3]1[CH:12]=[C:11]([CH3:13])[CH:10]=[CH:9][C:4]=1[C:5]([O:7][CH3:8])=[O:6])=[CH2:2]. The catalyst is [Pd].CO. The product is [CH2:1]([C:3]1[CH:12]=[C:11]([CH3:13])[CH:10]=[CH:9][C:4]=1[C:5]([O:7][CH3:8])=[O:6])[CH3:2]. The yield is 0.830. (4) The reactants are [C:1]([N:5]1[C:9]2=[N:10][CH:11]=[C:12]([N+:14]([O-:16])=[O:15])[CH:13]=[C:8]2[C:7]([C:17]#N)=[CH:6]1)([CH3:4])([CH3:3])[CH3:2].C1(C)C=CC(S(O)(=O)=[O:26])=CC=1.[CH2:30]([OH:33])[CH2:31][CH3:32]. The product is [CH2:30]([O:33][C:17]([C:7]1[C:8]2[C:9](=[N:10][CH:11]=[C:12]([N+:14]([O-:16])=[O:15])[CH:13]=2)[N:5]([C:1]([CH3:2])([CH3:3])[CH3:4])[CH:6]=1)=[O:26])[CH2:31][CH3:32]. The catalyst is COC(C)(C)C. The yield is 0.880.